From a dataset of Full USPTO retrosynthesis dataset with 1.9M reactions from patents (1976-2016). Predict the reactants needed to synthesize the given product. (1) Given the product [NH2:20][C:2]1[N:3]=[CH:4][C:5]2[N:6]([C:8]([CH2:18][OH:19])=[C:9]([C:11]3[CH:16]=[CH:15][C:14]([Cl:17])=[CH:13][CH:12]=3)[N:10]=2)[CH:7]=1, predict the reactants needed to synthesize it. The reactants are: Br[C:2]1[N:3]=[CH:4][C:5]2[N:6]([C:8]([CH2:18][OH:19])=[C:9]([C:11]3[CH:16]=[CH:15][C:14]([Cl:17])=[CH:13][CH:12]=3)[N:10]=2)[CH:7]=1.[NH3:20]. (2) Given the product [F:25][C:26]1[CH:27]=[C:28]([NH:48][C:49](=[O:62])[CH2:50][C:51]([NH:53][C:54]2[CH:59]=[CH:58][CH:57]=[CH:56][C:55]=2[O:60][F:1])=[O:52])[CH:29]=[CH:30][C:31]=1[O:32][C:33]1[CH:38]=[CH:37][N:36]=[C:35]2[CH:39]=[C:40]([C:42]3[N:43]([CH3:47])[CH:44]=[CH:45][N:46]=3)[S:41][C:34]=12, predict the reactants needed to synthesize it. The reactants are: [F:1]C1C=C(N)C=CC=1OC1C=CN=C2C=C(C3N(C)C=CN=3)SC=12.[F:25][C:26]1[CH:27]=[C:28]([NH:48][C:49](=[O:62])[CH2:50][C:51]([NH:53][C:54]2[CH:59]=[CH:58][CH:57]=[CH:56][C:55]=2[O:60]C)=[O:52])[CH:29]=[CH:30][C:31]=1[O:32][C:33]1[CH:38]=[CH:37][N:36]=[C:35]2[CH:39]=[C:40]([C:42]3[N:43]([CH3:47])[CH:44]=[CH:45][N:46]=3)[S:41][C:34]=12.COC1C=CC=CC=1NC(=O)CC(O)=O.FC1C=CC=CC=1NC(=O)CC(O)=O. (3) Given the product [CH2:1]([N:8]1[C:18]2[C:13](=[CH:14][CH:15]=[C:16]([O:19][CH3:20])[CH:17]=2)/[C:11](=[N:30]/[NH:29][C:21](=[O:28])[C:22]2[CH:27]=[CH:26][CH:25]=[CH:24][CH:23]=2)/[C:9]1=[O:10])[C:2]1[CH:7]=[CH:6][CH:5]=[CH:4][CH:3]=1, predict the reactants needed to synthesize it. The reactants are: [CH2:1]([N:8]1[C:18]2[C:13](=[CH:14][CH:15]=[C:16]([O:19][CH3:20])[CH:17]=2)[C:11](=O)[C:9]1=[O:10])[C:2]1[CH:7]=[CH:6][CH:5]=[CH:4][CH:3]=1.[C:21]([NH:29][NH2:30])(=[O:28])[C:22]1[CH:27]=[CH:26][CH:25]=[CH:24][CH:23]=1. (4) Given the product [CH3:1][C:2]1([CH3:35])[CH2:11][CH2:10][CH:9]([OH:12])[C:8]2[CH:7]=[C:6]([C:20]3[CH:21]=[C:22]4[C:27](=[CH:28][CH:29]=3)[CH:26]=[C:25]([C:30]([O:32][CH2:33][CH3:34])=[O:31])[CH:24]=[CH:23]4)[CH:5]=[CH:4][C:3]1=2, predict the reactants needed to synthesize it. The reactants are: [CH3:1][C:2]1([CH3:35])[CH2:11][CH2:10][CH:9]([O:12][Si](C(C)(C)C)(C)C)[C:8]2[CH:7]=[C:6]([C:20]3[CH:21]=[C:22]4[C:27](=[CH:28][CH:29]=3)[CH:26]=[C:25]([C:30]([O:32][CH2:33][CH3:34])=[O:31])[CH:24]=[CH:23]4)[CH:5]=[CH:4][C:3]1=2.[F-].C([N+](CCCC)(CCCC)CCCC)CCC. (5) Given the product [F:1][C:2]1[CH:3]=[C:4]([CH2:8][CH2:9][CH2:10][CH2:11][C:12]([O:14][CH2:15][CH3:16])=[O:13])[CH:5]=[CH:6][CH:7]=1, predict the reactants needed to synthesize it. The reactants are: [F:1][C:2]1[CH:3]=[C:4]([CH:8]=[CH:9][CH:10]=[CH:11][C:12]([O:14][CH2:15][CH3:16])=[O:13])[CH:5]=[CH:6][CH:7]=1.[H][H]. (6) Given the product [CH3:12][O:13][C:14]1[CH:15]=[CH:16][C:17]2[N:21]=[C:7]([C:6]3[CH:10]=[CH:11][C:3]([NH:2][CH3:1])=[CH:4][CH:5]=3)[S:20][C:18]=2[CH:19]=1, predict the reactants needed to synthesize it. The reactants are: [CH3:1][NH:2][C:3]1[CH:11]=[CH:10][C:6]([C:7](O)=O)=[CH:5][CH:4]=1.[CH3:12][O:13][C:14]1[CH:15]=[CH:16][C:17]([NH2:21])=[C:18]([SH:20])[CH:19]=1.C([O-])([O-])=O.[K+].[K+].